Dataset: Reaction yield outcomes from USPTO patents with 853,638 reactions. Task: Predict the reaction yield, written as a fraction of the theoretical maximum amount of product (1.0 means a 100% yield; for example, 0.34 means a 34% yield). (1) The reactants are Br[C:2]1[CH:23]=[CH:22][C:5]2[C:6]3[N:7]([CH:11]=[C:12]([C:14]4[N:18]([CH:19]([CH3:21])[CH3:20])[N:17]=[CH:16][N:15]=4)[N:13]=3)[CH2:8][CH2:9][O:10][C:4]=2[CH:3]=1.[O:24]1[CH2:29][CH2:28][CH2:27][CH2:26][CH:25]1[N:30]1[C:34](B2OC(C)(C)C(C)(C)O2)=[CH:33][N:32]=[CH:31]1.[F-].[Cs+].O. The catalyst is CN(C=O)C.[Cu]I.C1C=CC([P]([Pd]([P](C2C=CC=CC=2)(C2C=CC=CC=2)C2C=CC=CC=2)([P](C2C=CC=CC=2)(C2C=CC=CC=2)C2C=CC=CC=2)[P](C2C=CC=CC=2)(C2C=CC=CC=2)C2C=CC=CC=2)(C2C=CC=CC=2)C2C=CC=CC=2)=CC=1. The product is [CH:19]([N:18]1[C:14]([C:12]2[N:13]=[C:6]3[C:5]4[CH:22]=[CH:23][C:2]([C:34]5[N:30]([CH:25]6[CH2:26][CH2:27][CH2:28][CH2:29][O:24]6)[CH:31]=[N:32][CH:33]=5)=[CH:3][C:4]=4[O:10][CH2:9][CH2:8][N:7]3[CH:11]=2)=[N:15][CH:16]=[N:17]1)([CH3:21])[CH3:20]. The yield is 0.170. (2) The reactants are C([O:3][C:4](=[O:37])[C:5]([O:8][C:9]1[CH:14]=[CH:13][C:12]([CH2:15][CH2:16][CH2:17][CH:18]2[CH2:22][N:21]([CH2:23][C:24]3[CH:29]=[CH:28][C:27]([C:30]([CH3:33])([CH3:32])[CH3:31])=[CH:26][CH:25]=3)[C:20](=[O:34])[N:19]2[CH3:35])=[CH:11][C:10]=1[CH3:36])([CH3:7])[CH3:6])C. The catalyst is CO. The product is [C:30]([C:27]1[CH:28]=[CH:29][C:24]([CH2:23][N:21]2[CH2:22][CH:18]([CH2:17][CH2:16][CH2:15][C:12]3[CH:13]=[CH:14][C:9]([O:8][C:5]([CH3:6])([CH3:7])[C:4]([OH:37])=[O:3])=[C:10]([CH3:36])[CH:11]=3)[N:19]([CH3:35])[C:20]2=[O:34])=[CH:25][CH:26]=1)([CH3:31])([CH3:32])[CH3:33]. The yield is 0.980. (3) The reactants are [CH2:1]([N:3]1[C:11]2[C:6](=[CH:7][CH:8]=[C:9]([O:12][CH3:13])[CH:10]=2)[C:5]([C:14]#[N:15])=[C:4]1[C:16]1[CH:17]=[C:18]2[C:22](=[CH:23][CH:24]=1)[NH:21][CH:20]=[CH:19]2)[CH3:2].[CH3:25][S:26](Cl)(=[O:28])=[O:27]. The catalyst is N1C=CC=CC=1.O. The product is [CH2:1]([N:3]1[C:11]2[C:6](=[CH:7][CH:8]=[C:9]([O:12][CH3:13])[CH:10]=2)[C:5]([C:14]#[N:15])=[C:4]1[C:16]1[CH:17]=[C:18]2[C:22](=[CH:23][CH:24]=1)[N:21]([S:26]([CH3:25])(=[O:28])=[O:27])[CH:20]=[CH:19]2)[CH3:2]. The yield is 0.810. (4) The reactants are C([O:8][CH2:9][CH2:10][CH2:11][O:12][C:13]([C:15]1[CH:16]=[C:17]2[C:25](=[C:26]([C:37]3[CH:45]=[CH:44][C:40]4[O:41][CH2:42][O:43][C:39]=4[CH:38]=3)[C:27]=1[CH2:28]OCC1C=CC=CC=1)[C:21]1[O:22][CH2:23][O:24][C:20]=1[CH:19]=[CH:18]2)=[O:14])C1C=CC=CC=1.[H][H]. The catalyst is C1COCC1.[Pd]. The product is [OH:8][CH2:9][CH2:10][CH2:11][O:12][C:13]([C:15]1[CH:16]=[C:17]2[C:25](=[C:26]([C:37]3[CH:45]=[CH:44][C:40]4[O:41][CH2:42][O:43][C:39]=4[CH:38]=3)[C:27]=1[CH3:28])[C:21]1[O:22][CH2:23][O:24][C:20]=1[CH:19]=[CH:18]2)=[O:14]. The yield is 0.930. (5) The reactants are [NH2:1][C:2]1[CH:7]=[CH:6][C:5]([C:8]2[N:9]=[C:10]3[C:16]4[CH:17]=[CH:18][CH:19]=[CH:20][C:15]=4[NH:14][C:13]4[N:21]=[CH:22][CH:23]=[CH:24][C:12]=4[N:11]3[C:25]=2[C:26]2[CH:31]=[CH:30][C:29]([C:32]3([NH:36]C(=O)OC(C)(C)C)[CH2:35][CH2:34][CH2:33]3)=[CH:28][CH:27]=2)=[CH:4][CH:3]=1.[ClH:44].O1CCOCC1. The catalyst is C(Cl)Cl. The product is [ClH:44].[ClH:44].[ClH:44].[ClH:44].[NH2:36][C:32]1([C:29]2[CH:28]=[CH:27][C:26]([C:25]3[N:11]4[C:12]5[CH:24]=[CH:23][CH:22]=[N:21][C:13]=5[NH:14][C:15]5[CH:20]=[CH:19][CH:18]=[CH:17][C:16]=5[C:10]4=[N:9][C:8]=3[C:5]3[CH:4]=[CH:3][C:2]([NH2:1])=[CH:7][CH:6]=3)=[CH:31][CH:30]=2)[CH2:33][CH2:34][CH2:35]1. The yield is 0.823. (6) The reactants are [B:1]([O-:7])([O-:6])[O:2][CH:3]([CH3:5])[CH3:4].O[C:9]([C:12](O)([CH3:14])[CH3:13])([CH3:11])[CH3:10]. No catalyst specified. The product is [CH:3]([O:2][B:1]1[O:7][C:12]([CH3:14])([CH3:13])[C:9]([CH3:11])([CH3:10])[O:6]1)([CH3:5])[CH3:4]. The yield is 0.875. (7) The reactants are [CH3:1][C:2]1[CH:9]=[CH:8][C:5]([C:6]#[N:7])=[CH:4][N:3]=1.[Br:10]N1C(=O)CCC1=O. The catalyst is C(Cl)(Cl)(Cl)Cl. The product is [Br:10][CH2:1][C:2]1[CH:9]=[CH:8][C:5]([C:6]#[N:7])=[CH:4][N:3]=1. The yield is 0.400. (8) The reactants are [C:1](Cl)(=O)[CH3:2].[C:5]([O:9][CH2:10][CH:11](O)[CH3:12])(=[O:8])[CH:6]=[CH2:7].[OH2:14]. The catalyst is CN(C)C1C=CN=CC=1.ClCCl. The product is [C:10]([O:9][C:5](=[O:8])[CH2:6][CH2:7][CH2:1][CH3:2])(=[O:14])[CH:11]=[CH2:12]. The yield is 0.960. (9) The reactants are [Cl-].O[NH3+:3].[C:4](=[O:7])([O-])[OH:5].[Na+].CS(C)=O.[CH2:13]([C:17]1[N:18]=[C:19]([CH3:50])[N:20]([CH2:39][C:40]2[CH:49]=[CH:48][C:47]3[C:42](=[CH:43][CH:44]=[CH:45][CH:46]=3)[N:41]=2)[C:21](=[O:38])[C:22]=1[CH2:23][C:24]1[CH:29]=[CH:28][C:27]([C:30]2[C:31]([C:36]#[N:37])=[CH:32][CH:33]=[CH:34][CH:35]=2)=[CH:26][CH:25]=1)[CH2:14][CH2:15][CH3:16]. The catalyst is C(OCC)(=O)C. The product is [CH2:13]([C:17]1[N:18]=[C:19]([CH3:50])[N:20]([CH2:39][C:40]2[CH:49]=[CH:48][C:47]3[C:42](=[CH:43][CH:44]=[CH:45][CH:46]=3)[N:41]=2)[C:21](=[O:38])[C:22]=1[CH2:23][C:24]1[CH:25]=[CH:26][C:27]([C:30]2[CH:35]=[CH:34][CH:33]=[CH:32][C:31]=2[C:36]2[NH:3][C:4](=[O:7])[O:5][N:37]=2)=[CH:28][CH:29]=1)[CH2:14][CH2:15][CH3:16]. The yield is 0.380.